This data is from Catalyst prediction with 721,799 reactions and 888 catalyst types from USPTO. The task is: Predict which catalyst facilitates the given reaction. Reactant: [NH2:1][C:2]1[CH:17]=[CH:16][CH:15]=[CH:14][C:3]=1[CH2:4][N:5]1[CH2:11][CH2:10][CH:9]([CH3:12])[CH2:8][O:7][C:6]1=[O:13].C(N(CC)CC)C.[F:25][C:26]([F:39])([F:38])[S:27](O[S:27]([C:26]([F:39])([F:38])[F:25])(=[O:29])=[O:28])(=[O:29])=[O:28].O.Cl. Product: [CH3:12][CH:9]1[CH2:8][O:7][C:6](=[O:13])[N:5]([CH2:4][C:3]2[CH:14]=[CH:15][CH:16]=[CH:17][C:2]=2[NH:1][S:27]([C:26]([F:39])([F:38])[F:25])(=[O:29])=[O:28])[CH2:11][CH2:10]1. The catalyst class is: 408.